From a dataset of Forward reaction prediction with 1.9M reactions from USPTO patents (1976-2016). Predict the product of the given reaction. Given the reactants [ClH:1].[C:2]([C:4]1[N:5]=[C:6]([C:14]2[CH:35]=[CH:34][C:17]([O:18][CH2:19][CH2:20][CH:21]3[CH2:26][CH2:25][N:24](C(OC(C)(C)C)=O)[CH2:23][CH2:22]3)=[C:16]([C:36]([F:39])([F:38])[F:37])[CH:15]=2)[C:7]2[CH:12]=[CH:11][N:10]([CH3:13])[C:8]=2[N:9]=1)#[N:3], predict the reaction product. The product is: [ClH:1].[CH3:13][N:10]1[C:8]2[N:9]=[C:4]([C:2]#[N:3])[N:5]=[C:6]([C:14]3[CH:35]=[CH:34][C:17]([O:18][CH2:19][CH2:20][CH:21]4[CH2:22][CH2:23][NH:24][CH2:25][CH2:26]4)=[C:16]([C:36]([F:37])([F:38])[F:39])[CH:15]=3)[C:7]=2[CH:12]=[CH:11]1.